Dataset: Full USPTO retrosynthesis dataset with 1.9M reactions from patents (1976-2016). Task: Predict the reactants needed to synthesize the given product. (1) Given the product [Cl:2][C:3]1[CH:8]=[CH:7][C:6]([C@H:9]2[C@@H:14]([NH2:15])[CH2:13][CH2:12][CH2:11][NH:10]2)=[CH:5][CH:4]=1.[CH3:16][C:17]1[CH:18]=[CH:19][C:20]([C:21]([O:23][C@H:24]([C@@H:28]([O:32][C:33](=[O:41])[C:34]2[CH:35]=[CH:36][C:37]([CH3:40])=[CH:38][CH:39]=2)[C:29]([O-:31])=[O:30])[C:25]([O-:27])=[O:26])=[O:22])=[CH:42][CH:43]=1, predict the reactants needed to synthesize it. The reactants are: O.[Cl:2][C:3]1[CH:8]=[CH:7][C:6]([CH:9]2[CH:14]([NH2:15])[CH2:13][CH2:12][CH2:11][NH:10]2)=[CH:5][CH:4]=1.[CH3:16][C:17]1[CH:43]=[CH:42][C:20]([C:21]([O:23][C@H:24]([C@@H:28]([O:32][C:33](=[O:41])[C:34]2[CH:39]=[CH:38][C:37]([CH3:40])=[CH:36][CH:35]=2)[C:29]([O-:31])=[O:30])[C:25]([O-:27])=[O:26])=[O:22])=[CH:19][CH:18]=1. (2) The reactants are: [H-].[Na+].[C:3]([O:7][C:8]([NH:10][C@H:11]1[CH2:16][CH2:15][C@H:14]([OH:17])[CH2:13][CH2:12]1)=[O:9])([CH3:6])([CH3:5])[CH3:4].[CH2:18]1OCCOCCOCCOCCOC1.IC. Given the product [C:3]([O:7][C:8]([NH:10][C@H:11]1[CH2:12][CH2:13][C@H:14]([O:17][CH3:18])[CH2:15][CH2:16]1)=[O:9])([CH3:6])([CH3:4])[CH3:5], predict the reactants needed to synthesize it. (3) Given the product [NH2:1][C:4]1[CH:5]=[C:6]([CH:33]=[CH:34][CH:35]=1)[CH2:7][N:8]1[CH:12]=[C:11]([C:13]2[C:21]3[C:16](=[N:17][CH:18]=[C:19]([C:22]4[CH:23]=[C:24]([NH:28][S:29]([CH3:32])(=[O:31])=[O:30])[CH:25]=[CH:26][CH:27]=4)[CH:20]=3)[NH:15][CH:14]=2)[CH:10]=[N:9]1, predict the reactants needed to synthesize it. The reactants are: [N+:1]([C:4]1[CH:5]=[C:6]([CH:33]=[CH:34][CH:35]=1)[CH2:7][N:8]1[CH:12]=[C:11]([C:13]2[C:21]3[C:16](=[N:17][CH:18]=[C:19]([C:22]4[CH:23]=[C:24]([NH:28][S:29]([CH3:32])(=[O:31])=[O:30])[CH:25]=[CH:26][CH:27]=4)[CH:20]=3)[NH:15][CH:14]=2)[CH:10]=[N:9]1)([O-])=O.[H][H]. (4) Given the product [N:17]1[CH:18]=[CH:19][C:14]([CH2:13][S:1][C:2]2[C:3]([C:4]([OH:6])=[O:5])=[CH:7][CH:8]=[CH:9][N:10]=2)=[CH:15][CH:16]=1, predict the reactants needed to synthesize it. The reactants are: [SH:1][C:2]1[N:10]=[CH:9][CH:8]=[CH:7][C:3]=1[C:4]([OH:6])=[O:5].Br.Br[CH2:13][C:14]1[CH:19]=[CH:18][N:17]=[CH:16][CH:15]=1.C(N(CC)CC)C.O. (5) Given the product [Cl:28][C:17]1[CH:16]=[C:15]([NH:14][C:6]2[C:5]3[C:10](=[CH:11][C:2](/[CH:32]=[CH:31]/[CH2:30][CH2:29][N:33]4[CH2:38][CH2:37][CH:36]([N:39]5[CH2:40][CH2:41][CH2:42][CH2:43]5)[CH2:35][CH2:34]4)=[CH:3][CH:4]=3)[N:9]=[CH:8][C:7]=2[C:12]#[N:13])[CH:20]=[CH:19][C:18]=1[S:21][C:22]1[N:23]([CH3:27])[CH:24]=[CH:25][N:26]=1, predict the reactants needed to synthesize it. The reactants are: Br[C:2]1[CH:11]=[C:10]2[C:5]([C:6]([NH:14][C:15]3[CH:20]=[CH:19][C:18]([S:21][C:22]4[N:23]([CH3:27])[CH:24]=[CH:25][N:26]=4)=[C:17]([Cl:28])[CH:16]=3)=[C:7]([C:12]#[N:13])[CH:8]=[N:9]2)=[CH:4][CH:3]=1.[CH2:29]([N:33]1[CH2:38][CH2:37][CH:36]([N:39]2[CH2:43][CH2:42][CH2:41][CH2:40]2)[CH2:35][CH2:34]1)[CH2:30][C:31]#[CH:32].CC1(C)C(C)(C)OBO1.